Dataset: Forward reaction prediction with 1.9M reactions from USPTO patents (1976-2016). Task: Predict the product of the given reaction. (1) Given the reactants [OH:1][C:2]1[CH:3]=[C:4]([CH:7]=[CH:8][C:9]=1[O:10][CH3:11])[CH:5]=[O:6].[CH2:12](Br)[C:13]1[CH:18]=[CH:17][CH:16]=[CH:15][CH:14]=1.C(=O)([O-])[O-].[K+].[K+], predict the reaction product. The product is: [CH2:12]([O:1][C:2]1[CH:3]=[C:4]([CH:7]=[CH:8][C:9]=1[O:10][CH3:11])[CH:5]=[O:6])[C:13]1[CH:18]=[CH:17][CH:16]=[CH:15][CH:14]=1. (2) The product is: [Br:1][C:2]1[CH:10]=[CH:9][CH:8]=[C:7]([F:11])[C:3]=1[C:4]([O:6][CH3:12])=[O:5]. Given the reactants [Br:1][C:2]1[CH:10]=[CH:9][CH:8]=[C:7]([F:11])[C:3]=1[C:4]([OH:6])=[O:5].[C:12](=O)([O-])[O-].[Na+].[Na+], predict the reaction product. (3) Given the reactants [C:1]([C:5]([NH:7][CH2:8][C:9]1[CH:10]=[CH:11][C:12]([Cl:29])=[C:13]([NH:15][C:16]2[NH:17][C:18]3[CH:24]=[C:23]([C:25](O)=[O:26])[C:22]([Cl:28])=[CH:21][C:19]=3[N:20]=2)[CH:14]=1)=[O:6])([CH3:4])([CH3:3])[CH3:2].[F:30][C:31]([F:35])([F:34])[CH2:32][NH2:33].CCCP(O)(O)=O, predict the reaction product. The product is: [C:1]([C:5]([NH:7][CH2:8][C:9]1[CH:10]=[CH:11][C:12]([Cl:29])=[C:13]([NH:15][C:16]2[NH:17][C:18]3[CH:24]=[C:23]([C:25]([NH:33][CH2:32][C:31]([F:35])([F:34])[F:30])=[O:26])[C:22]([Cl:28])=[CH:21][C:19]=3[N:20]=2)[CH:14]=1)=[O:6])([CH3:2])([CH3:4])[CH3:3]. (4) Given the reactants [Li]CCCC.[CH3:6][N:7]1[CH:11]=[CH:10][N:9]=[N:8]1.[CH2:12]([O:19][C:20]1[CH:27]=[CH:26][C:23]([CH:24]=[O:25])=[CH:22][CH:21]=1)[C:13]1[CH:18]=[CH:17][CH:16]=[CH:15][CH:14]=1, predict the reaction product. The product is: [CH2:12]([O:19][C:20]1[CH:21]=[CH:22][C:23]([CH:24]([C:11]2[N:7]([CH3:6])[N:8]=[N:9][CH:10]=2)[OH:25])=[CH:26][CH:27]=1)[C:13]1[CH:14]=[CH:15][CH:16]=[CH:17][CH:18]=1.